Dataset: Full USPTO retrosynthesis dataset with 1.9M reactions from patents (1976-2016). Task: Predict the reactants needed to synthesize the given product. (1) Given the product [O:1]=[S:2]1(=[O:38])[CH2:7][CH2:6][CH:5]([O:8][C:9]2[CH:14]=[C:13]([CH3:15])[C:12]([C:16]3[CH:21]=[CH:20][CH:19]=[C:18]([CH2:22][O:23][C:24]4[CH:25]=[CH:26][C:27]([CH:30]5[CH2:32][CH:31]5[C:33]([OH:35])=[O:34])=[CH:28][CH:29]=4)[CH:17]=3)=[C:11]([CH3:37])[CH:10]=2)[CH2:4][CH2:3]1, predict the reactants needed to synthesize it. The reactants are: [O:1]=[S:2]1(=[O:38])[CH2:7][CH2:6][CH:5]([O:8][C:9]2[CH:14]=[C:13]([CH3:15])[C:12]([C:16]3[CH:21]=[CH:20][CH:19]=[C:18]([CH2:22][O:23][C:24]4[CH:29]=[CH:28][C:27]([CH:30]5[CH2:32][CH:31]5[C:33]([O:35]C)=[O:34])=[CH:26][CH:25]=4)[CH:17]=3)=[C:11]([CH3:37])[CH:10]=2)[CH2:4][CH2:3]1.[OH-].[Na+].Cl. (2) Given the product [Br:1][C:2]#[C:3][C@:4]1([C:18]2[CH:23]=[CH:22][C:21]([F:24])=[C:20]([F:25])[CH:19]=2)[C@H:9]([OH:10])[CH2:8][CH2:7][N:6]([C:11]([O:13][C:14]([CH3:17])([CH3:16])[CH3:15])=[O:12])[CH2:5]1, predict the reactants needed to synthesize it. The reactants are: [Br:1][C:2](Br)=[CH:3][C@@:4]1([C:18]2[CH:23]=[CH:22][C:21]([F:24])=[C:20]([F:25])[CH:19]=2)[C@H:9]([OH:10])[CH2:8][CH2:7][N:6]([C:11]([O:13][C:14]([CH3:17])([CH3:16])[CH3:15])=[O:12])[CH2:5]1.CC(C)([O-])C.[K+]. (3) Given the product [Cl:17][C:18]1[C:26]([C:27]([F:30])([F:29])[F:28])=[CH:25][CH:24]=[CH:23][C:19]=1[C:20]([N:13]1[CH:14]=[CH:15][C:16]2[N:8]([C:5]3[CH:4]=[CH:3][C:2]([F:1])=[CH:7][N:6]=3)[CH:9]=[N:10][C:11]=2[CH:12]1[CH3:31])=[O:21], predict the reactants needed to synthesize it. The reactants are: [F:1][C:2]1[CH:3]=[CH:4][C:5]([N:8]2[C:16]3[CH:15]=[CH:14][N:13]=[CH:12][C:11]=3[N:10]=[CH:9]2)=[N:6][CH:7]=1.[Cl:17][C:18]1[C:26]([C:27]([F:30])([F:29])[F:28])=[CH:25][CH:24]=[CH:23][C:19]=1[C:20](Cl)=[O:21].[CH3:31][Mg+].[Br-]. (4) Given the product [Br:12][C:10]1[CH:9]=[CH:8][N:7]=[C:6]([CH:4]([NH2:1])[CH3:5])[CH:11]=1, predict the reactants needed to synthesize it. The reactants are: [N:1]([CH:4]([C:6]1[CH:11]=[C:10]([Br:12])[CH:9]=[CH:8][N:7]=1)[CH3:5])=[N+]=[N-].C1(P(C2C=CC=CC=2)C2C=CC=CC=2)C=CC=CC=1. (5) Given the product [OH:4][C:5]1[CH:10]=[CH:9][C:8]([S:11]([N:2]([CH3:3])[CH3:1])(=[O:13])=[O:12])=[CH:7][C:6]=1[N+:15]([O-:17])=[O:16], predict the reactants needed to synthesize it. The reactants are: [CH3:1][NH:2][CH3:3].[OH:4][C:5]1[CH:10]=[CH:9][C:8]([S:11](Cl)(=[O:13])=[O:12])=[CH:7][C:6]=1[N+:15]([O-:17])=[O:16]. (6) Given the product [C:18]([O:21][CH:22]1[C:23]([OH:56])([CH3:55])[CH2:24][CH2:25][CH:26]([OH:49])[CH2:27][C:28]([O:30][CH:31](/[C:36](/[CH3:48])=[CH:37]/[CH:38]=[CH:39][CH2:40][CH2:41][CH2:42][CH2:43][CH2:44][CH2:45][CH2:46][CH3:47])[CH:32]([CH3:35])[CH:33]=[CH:34]1)=[O:29])(=[O:20])[CH3:19], predict the reactants needed to synthesize it. The reactants are: C1(C)C=CC(S([O-])(=O)=O)=CC=1.[NH+]1C=CC=CC=1.[C:18]([O:21][CH:22]1[C:23]([O:56]C(OCC)C)([CH3:55])[CH2:24][CH2:25][CH:26]([O:49]C(OCC)C)[CH2:27][C:28]([O:30][CH:31](/[C:36](/[CH3:48])=[CH:37]/[CH:38]=[CH:39][CH2:40][CH2:41][CH2:42][CH2:43][CH2:44][CH2:45][CH2:46][CH3:47])[CH:32]([CH3:35])[CH:33]=[CH:34]1)=[O:29])(=[O:20])[CH3:19]. (7) The reactants are: [F:1][C:2]1[C:7]([F:8])=[CH:6][C:5]([C:9]2[CH:14]=[CH:13][C:12]([O:15][CH2:16][CH:17]3[CH2:22][CH2:21][CH2:20][NH:19][CH2:18]3)=[CH:11][CH:10]=2)=[C:4]([O:23][CH3:24])[CH:3]=1.[C:25](Cl)(Cl)=[O:26].C([O:31][C:32](=[O:42])[CH2:33][NH:34][CH2:35][C:36]1[CH:41]=[CH:40][CH:39]=[CH:38][CH:37]=1)C.O.[OH-].[Li+]. Given the product [CH2:35]([N:34]([CH2:33][C:32]([OH:31])=[O:42])[C:25]([N:19]1[CH2:20][CH2:21][CH2:22][CH:17]([CH2:16][O:15][C:12]2[CH:13]=[CH:14][C:9]([C:5]3[CH:6]=[C:7]([F:8])[C:2]([F:1])=[CH:3][C:4]=3[O:23][CH3:24])=[CH:10][CH:11]=2)[CH2:18]1)=[O:26])[C:36]1[CH:37]=[CH:38][CH:39]=[CH:40][CH:41]=1, predict the reactants needed to synthesize it. (8) The reactants are: [C:1]1([Mg]Cl)[CH:6]=[CH:5][CH:4]=[CH:3][CH:2]=1.C([Cu])#N.FC1C=CC(C=C)=CC=1.[CH2:21]([O:23][C:24](=[O:32])[C:25]1[CH:30]=[CH:29][CH:28]=[CH:27][C:26]=1Br)[CH3:22]. Given the product [CH2:21]([O:23][C:24]([C:25]1[C:26]([C:1]2[CH:6]=[CH:5][CH:4]=[CH:3][CH:2]=2)=[CH:27][CH:28]=[CH:29][CH:30]=1)=[O:32])[CH3:22], predict the reactants needed to synthesize it. (9) Given the product [Cl:1][C:19]1[C:20]([OH:27])=[C:21]([C:23]([O:25][CH3:26])=[O:24])[CH:22]=[C:17]([CH:14]2[CH2:16][CH2:15]2)[C:18]=1[C:28]1[CH:33]=[CH:32][C:31]([F:34])=[CH:30][C:29]=1[F:35], predict the reactants needed to synthesize it. The reactants are: [Cl:1]N1C(=O)CCC1=O.CN(C=O)C.[CH:14]1([C:17]2[CH:22]=[C:21]([C:23]([O:25][CH3:26])=[O:24])[C:20]([OH:27])=[CH:19][C:18]=2[C:28]2[CH:33]=[CH:32][C:31]([F:34])=[CH:30][C:29]=2[F:35])[CH2:16][CH2:15]1. (10) Given the product [CH2:2]([S:41]([C:15]1[C:16]([C:21]([N:23]([CH3:35])[C:24]2[CH:29]=[CH:28][C:27]([S:30][C:31]([F:34])([F:33])[F:32])=[CH:26][N:25]=2)=[O:22])=[N:17][CH:18]=[CH:19][CH:20]=1)(=[O:45])=[O:43])[CH3:3], predict the reactants needed to synthesize it. The reactants are: Cl[C:2]1C=CC=C(C(OO)=O)[CH:3]=1.C(S[C:15]1[C:16]([C:21]([N:23]([CH3:35])[C:24]2[CH:29]=[CH:28][C:27]([S:30][C:31]([F:34])([F:33])[F:32])=[CH:26][N:25]=2)=[O:22])=[N:17][CH:18]=[CH:19][CH:20]=1)C.C(=O)(O)[O-].[Na+].[S:41]([O-:45])([O-])(=[O:43])=S.[Na+].[Na+].